From a dataset of Full USPTO retrosynthesis dataset with 1.9M reactions from patents (1976-2016). Predict the reactants needed to synthesize the given product. (1) Given the product [CH3:1][C:2]([NH:10][C:11]([C:13]1[CH:18]=[N:17][C:16]([N:31]2[CH2:32][C:29]([F:33])([F:28])[CH2:30]2)=[C:15]([C:20]2[CH:25]=[CH:24][CH:23]=[C:22]([Cl:26])[CH:21]=2)[N:14]=1)=[O:12])([C:4]1[N:8]=[C:7]([CH3:9])[O:6][N:5]=1)[CH3:3], predict the reactants needed to synthesize it. The reactants are: [CH3:1][C:2]([NH:10][C:11]([C:13]1[CH:18]=[N:17][C:16](Br)=[C:15]([C:20]2[CH:25]=[CH:24][CH:23]=[C:22]([Cl:26])[CH:21]=2)[N:14]=1)=[O:12])([C:4]1[N:8]=[C:7]([CH3:9])[O:6][N:5]=1)[CH3:3].Cl.[F:28][C:29]1([F:33])[CH2:32][NH:31][CH2:30]1.C1CCN2C(=NCCC2)CC1. (2) Given the product [OH:1][C@H:2]1[CH2:7][CH2:6][CH2:5][C@@H:4]([NH:8][C:9]2[C:14]([C:15]([NH2:21])=[O:16])=[CH:13][N:12]=[C:11]([S:18][CH3:19])[N:10]=2)[CH2:3]1, predict the reactants needed to synthesize it. The reactants are: [OH:1][C@H:2]1[CH2:7][CH2:6][CH2:5][C@@H:4]([NH:8][C:9]2[C:14]([C:15](O)=[O:16])=[CH:13][N:12]=[C:11]([S:18][CH3:19])[N:10]=2)[CH2:3]1.C[N:21](C(ON1N=NC2C=CC=NC1=2)=[N+](C)C)C.F[P-](F)(F)(F)(F)F.[Cl-].[NH4+].CCN(C(C)C)C(C)C. (3) The reactants are: [Cl:1][C:2]1[CH:3]=[CH:4][CH:5]=[C:6]2[C:11]=1[N:10]=[CH:9][CH:8]=[CH:7]2.[I:12]N1C(=O)CCC1=O. Given the product [Cl:1][C:2]1[CH:3]=[CH:4][CH:5]=[C:6]2[C:11]=1[N:10]=[CH:9][C:8]([I:12])=[CH:7]2, predict the reactants needed to synthesize it. (4) The reactants are: [F:1][C:2]([F:13])([F:12])[CH:3]([C:5]1[CH:10]=[CH:9][C:8]([OH:11])=[CH:7][CH:6]=1)O.N1C=CC=CC=1.S(Cl)([Cl:22])=O. Given the product [Cl:22][CH:3]([C:5]1[CH:10]=[CH:9][C:8]([OH:11])=[CH:7][CH:6]=1)[C:2]([F:13])([F:12])[F:1], predict the reactants needed to synthesize it. (5) Given the product [Br:1][C:2]1[CH:3]=[N:4][CH:5]=[CH:6][C:7]=1[C:8]([CH3:10])=[CH2:9], predict the reactants needed to synthesize it. The reactants are: [Br:1][C:2]1[CH:3]=[N:4][CH:5]=[CH:6][C:7]=1[C:8](O)([CH3:10])[CH3:9].S(Cl)(Cl)=O. (6) Given the product [NH2:1][C:2]1[C:11]2[C:6](=[C:7]([C:22]3[CH:21]=[C:20]([F:19])[CH:25]=[C:24]([F:26])[CH:23]=3)[CH:8]=[CH:9][CH:10]=2)[N:5]=[N:4][C:3]=1[C:13]([NH:15][CH2:16][CH2:17][CH3:18])=[O:14], predict the reactants needed to synthesize it. The reactants are: [NH2:1][C:2]1[C:11]2[C:6](=[C:7](Br)[CH:8]=[CH:9][CH:10]=2)[N:5]=[N:4][C:3]=1[C:13]([NH:15][CH2:16][CH2:17][CH3:18])=[O:14].[F:19][C:20]1[CH:21]=[C:22](B(O)O)[CH:23]=[C:24]([F:26])[CH:25]=1. (7) Given the product [C:19]([C:18]([C:17]#[N:21])=[C:3]1[CH:9]=[CH:8][N:7]=[C:6]([C:10]([O:12][C:13]([CH3:16])([CH3:15])[CH3:14])=[O:11])[CH:5]=[N:4]1)#[N:20], predict the reactants needed to synthesize it. The reactants are: CO[C:3]1[CH2:9][CH2:8][NH:7][CH:6]([C:10]([O:12][C:13]([CH3:16])([CH3:15])[CH3:14])=[O:11])[CH2:5][N:4]=1.[C:17](#[N:21])[CH2:18][C:19]#[N:20].